Task: Predict the product of the given reaction.. Dataset: Forward reaction prediction with 1.9M reactions from USPTO patents (1976-2016) (1) Given the reactants [H-].[Na+].[Br:3][C:4]1[CH:5]=[CH:6][C:7]2[N:11]=[C:10](C(Cl)(Cl)Cl)[N:9]([C:16]3[CH:21]=[CH:20][N:19]=[C:18]([NH2:22])[N:17]=3)[C:8]=2[CH:23]=1.[O:24]1[CH2:29][CH2:28][CH:27]([OH:30])[CH2:26][CH2:25]1, predict the reaction product. The product is: [Br:3][C:4]1[CH:5]=[CH:6][C:7]2[N:11]=[C:10]([O:30][CH:27]3[CH2:28][CH2:29][O:24][CH2:25][CH2:26]3)[N:9]([C:16]3[CH:21]=[CH:20][N:19]=[C:18]([NH2:22])[N:17]=3)[C:8]=2[CH:23]=1. (2) Given the reactants [NH2:1][C@@H:2]([C:7]1[CH:12]=[CH:11][CH:10]=[CH:9][CH:8]=1)[C:3]([O:5][CH3:6])=[O:4].Cl.[OH:14][C@@H:15]([CH2:19][CH:20]([CH3:22])[CH3:21])[C:16](O)=[O:17].CN1CCOCC1.C1C=CC2N(O)N=NC=2C=1.CCN=C=NCCCN(C)C.Cl, predict the reaction product. The product is: [OH:14][C@@H:15]([CH2:19][CH:20]([CH3:22])[CH3:21])[C:16]([NH:1][C@@H:2]([C:7]1[CH:12]=[CH:11][CH:10]=[CH:9][CH:8]=1)[C:3]([O:5][CH3:6])=[O:4])=[O:17]. (3) Given the reactants CC1C=CC(S(O)(=O)=O)=CC=1.[C:12]([Si:16]([O:19][C:20]1[CH:25]=[CH:24][C:23]([C:26]([CH3:30])=[C:27]([CH3:29])[CH3:28])=[CH:22][CH:21]=1)([CH3:18])[CH3:17])([CH3:15])([CH3:14])[CH3:13], predict the reaction product. The product is: [C:12]([Si:16]([O:19][C:20]1[CH:25]=[CH:24][C:23]([C:26]([CH:27]([CH3:29])[CH3:28])=[CH2:30])=[CH:22][CH:21]=1)([CH3:18])[CH3:17])([CH3:15])([CH3:14])[CH3:13]. (4) Given the reactants [CH3:1][C:2]1[O:6][C:5]([C:7](OC)=[O:8])=[CH:4][C:3]=1[C:11]1[CH:16]=[CH:15][CH:14]=[C:13]([C:17]([F:20])([F:19])[F:18])[CH:12]=1.[H-].[Al+3].[Li+].[H-].[H-].[H-].O.[OH-].[Na+], predict the reaction product. The product is: [CH3:1][C:2]1[O:6][C:5]([CH2:7][OH:8])=[CH:4][C:3]=1[C:11]1[CH:16]=[CH:15][CH:14]=[C:13]([C:17]([F:20])([F:18])[F:19])[CH:12]=1. (5) The product is: [CH3:22][C:9]1[C:8]([C:23]2[CH:28]=[CH:27][CH:26]=[CH:25][CH:24]=2)=[C:7]([N:29]2[CH2:34][CH2:33][NH:32][CH2:31][CH2:30]2)[N:12]2[C:13]3[CH:19]=[CH:18][CH:17]=[N:16][C:14]=3[N:15]=[C:11]2[C:10]=1[C:20]#[N:21]. Given the reactants CN(C)C=O.Cl[C:7]1[N:12]2[C:13]3[CH:19]=[CH:18][CH:17]=[N:16][C:14]=3[N:15]=[C:11]2[C:10]([C:20]#[N:21])=[C:9]([CH3:22])[C:8]=1[C:23]1[CH:28]=[CH:27][CH:26]=[CH:25][CH:24]=1.[NH:29]1[CH2:34][CH2:33][NH:32][CH2:31][CH2:30]1.C(N(CC)CC)C, predict the reaction product. (6) The product is: [C:1]([C:5]1([NH:23][CH3:22])[CH2:10][CH2:9][N:8]([C:11]([O:13][CH2:14][C:15]2[CH:20]=[CH:19][CH:18]=[CH:17][CH:16]=2)=[O:12])[CH2:7][CH2:6]1)#[N:2]. Given the reactants [C-:1]#[N:2].[K+].O=[C:5]1[CH2:10][CH2:9][N:8]([C:11]([O:13][CH2:14][C:15]2[CH:20]=[CH:19][CH:18]=[CH:17][CH:16]=2)=[O:12])[CH2:7][CH2:6]1.Cl.[CH3:22][NH2:23], predict the reaction product. (7) Given the reactants FC(F)(F)S(O[C:7]1[C:8]2[S:21](=[O:23])(=[O:22])[CH2:20][CH2:19][CH2:18][C:9]=2[N:10]=[C:11]([CH:13]2[CH2:17][CH2:16][CH2:15][CH2:14]2)[N:12]=1)(=O)=O.[NH2:26][C:27]1[CH:32]=[CH:31][C:30]([CH2:33][CH2:34][OH:35])=[CH:29][CH:28]=1, predict the reaction product. The product is: [CH:13]1([C:11]2[N:12]=[C:7]([NH:26][C:27]3[CH:32]=[CH:31][C:30]([CH2:33][CH2:34][OH:35])=[CH:29][CH:28]=3)[C:8]3[S:21](=[O:23])(=[O:22])[CH2:20][CH2:19][CH2:18][C:9]=3[N:10]=2)[CH2:17][CH2:16][CH2:15][CH2:14]1. (8) Given the reactants [Br:1][C:2]1[CH:13]=[CH:12][C:5]([C:6](N(OC)C)=[O:7])=[CH:4][C:3]=1[F:14].[CH2:15]([Mg]Br)[CH2:16][CH3:17], predict the reaction product. The product is: [Br:1][C:2]1[CH:13]=[CH:12][C:5]([C:6](=[O:7])[CH2:15][CH2:16][CH3:17])=[CH:4][C:3]=1[F:14].